From a dataset of Full USPTO retrosynthesis dataset with 1.9M reactions from patents (1976-2016). Predict the reactants needed to synthesize the given product. (1) Given the product [OH:31][C@H:28]1[CH2:29][CH2:30][C@H:7]([N:12]2[C:13](=[O:22])[C:14]3[C:15](=[CH:18][CH:19]=[CH:20][CH:21]=3)[C:16]2=[O:17])[CH2:26][CH2:27]1, predict the reactants needed to synthesize it. The reactants are: C(=O)([O-])[O-].[K+].[K+].[C:7]([N:12]1[C:16](=[O:17])[C:15]2=[CH:18][CH:19]=[CH:20][CH:21]=[C:14]2[C:13]1=[O:22])(OCC)=O.Cl.NC1[CH2:30][CH2:29][CH:28]([OH:31])[CH2:27][CH2:26]1. (2) Given the product [CH2:12]([C:14]1[N:15]([C:6]2[CH:5]=[C:4]([CH:9]=[CH:8][N:7]=2)[C:3]([OH:2])=[O:11])[CH:16]=[CH:17][N:18]=1)[CH3:13], predict the reactants needed to synthesize it. The reactants are: C[O:2][C:3](=[O:11])[C:4]1[CH:9]=[CH:8][N:7]=[C:6](Br)[CH:5]=1.[CH2:12]([C:14]1[NH:15][CH:16]=[CH:17][N:18]=1)[CH3:13]. (3) Given the product [CH3:16][O:15][CH2:14][CH2:13][CH2:12][O:11][C:6]1[CH:5]=[C:4]([CH:9]=[CH:8][C:7]=1[CH3:10])[C:3]([OH:17])=[O:2], predict the reactants needed to synthesize it. The reactants are: C[O:2][C:3](=[O:17])[C:4]1[CH:9]=[CH:8][C:7]([CH3:10])=[C:6]([O:11][CH2:12][CH2:13][CH2:14][O:15][CH3:16])[CH:5]=1.[OH-].[Na+]. (4) Given the product [C:1]([O:5][C:6](=[O:35])[N:7]([CH2:15][C:16]1[CH:17]=[CH:18][C:19]([CH2:22][N:23]([CH2:24][CH2:25][CH2:26][CH2:27][N:28]([CH2:29][CH2:30][CH3:31])[CH2:32][CH2:33][CH3:34])[S:44]([CH3:43])(=[O:46])=[O:45])=[CH:20][CH:21]=1)[CH2:8][C:9]1[N:10]([CH3:14])[CH:11]=[CH:12][N:13]=1)([CH3:3])([CH3:4])[CH3:2], predict the reactants needed to synthesize it. The reactants are: [C:1]([O:5][C:6](=[O:35])[N:7]([CH2:15][C:16]1[CH:21]=[CH:20][C:19]([CH2:22][NH:23][CH2:24][CH2:25][CH2:26][CH2:27][N:28]([CH2:32][CH2:33][CH3:34])[CH2:29][CH2:30][CH3:31])=[CH:18][CH:17]=1)[CH2:8][C:9]1[N:10]([CH3:14])[CH:11]=[CH:12][N:13]=1)([CH3:4])([CH3:3])[CH3:2].C(N(CC)CC)C.[CH3:43][S:44](Cl)(=[O:46])=[O:45].O.